Task: Predict which catalyst facilitates the given reaction.. Dataset: Catalyst prediction with 721,799 reactions and 888 catalyst types from USPTO (1) Reactant: [NH:1]1[CH2:6][CH2:5][O:4][CH2:3][CH2:2]1.[NH:7]1[CH:11]=[CH:10][CH:9]=[C:8]1[C:12](=[O:15])[CH2:13][CH3:14].[CH2:16]=O.[OH-].[Na+]. Product: [N:1]1([CH2:16][C:10]2[CH:9]=[C:8]([C:12](=[O:15])[CH2:13][CH3:14])[NH:7][CH:11]=2)[CH2:6][CH2:5][O:4][CH2:3][CH2:2]1. The catalyst class is: 86. (2) Reactant: C[O:2][C:3]1[CH:4]=[C:5]([CH:14]=[CH:15][C:16]2[CH:21]=[CH:20][CH:19]=[CH:18][CH:17]=2)[CH:6]=[C:7]([O:12]C)[C:8]=1[CH2:9][CH2:10][CH3:11].B(Br)(Br)Br.O.[OH-].[Na+]. The catalyst class is: 2. Product: [C:16]1([CH:15]=[CH:14][C:5]2[CH:4]=[C:3]([OH:2])[C:8]([CH2:9][CH2:10][CH3:11])=[C:7]([OH:12])[CH:6]=2)[CH:17]=[CH:18][CH:19]=[CH:20][CH:21]=1. (3) Reactant: C[O:2][C:3]([CH:5]1[CH2:10][CH2:9][N:8]([C:11]2[CH:21]=[C:20]([CH3:22])[C:14]([C:15]([O:17][CH2:18][CH3:19])=[O:16])=[C:13]([CH3:23])[N:12]=2)[CH2:7][CH2:6]1)=[O:4].[OH-].[Na+]. Product: [CH2:18]([O:17][C:15]([C:14]1[C:20]([CH3:22])=[CH:21][C:11]([N:8]2[CH2:9][CH2:10][CH:5]([C:3]([OH:4])=[O:2])[CH2:6][CH2:7]2)=[N:12][C:13]=1[CH3:23])=[O:16])[CH3:19]. The catalyst class is: 92. (4) Reactant: Cl[C:2]1[C:11]2[C:6](=[CH:7][C:8]([Cl:13])=[C:9]([I:12])[CH:10]=2)[N:5]=[CH:4][CH:3]=1.[N:14]1([C:20]([O:22][C:23]([CH3:26])([CH3:25])[CH3:24])=[O:21])[CH2:19][CH2:18][NH:17][CH2:16][CH2:15]1.CCN(CC)CC.O. Product: [Cl:13][C:8]1[CH:7]=[C:6]2[C:11]([C:2]([N:17]3[CH2:16][CH2:15][N:14]([C:20]([O:22][C:23]([CH3:26])([CH3:25])[CH3:24])=[O:21])[CH2:19][CH2:18]3)=[CH:3][CH:4]=[N:5]2)=[CH:10][C:9]=1[I:12]. The catalyst class is: 550. (5) Reactant: [Cl:1][C:2]1[CH:7]=[CH:6][C:5]([C:8]2[CH:9]=[N:10][CH:11]=[C:12]3[C:17]=2[N:16]=[C:15]([C:18]([OH:20])=O)[CH:14]=[CH:13]3)=[CH:4][CH:3]=1.C(N(CC)C(C)C)(C)C.F[P-](F)(F)(F)(F)F.N1(OC(N(C)C)=[N+](C)C)C2N=CC=CC=2N=N1.[CH3:54][C:55]([CH3:59])([CH3:58])[CH2:56][NH2:57]. Product: [Cl:1][C:2]1[CH:3]=[CH:4][C:5]([C:8]2[CH:9]=[N:10][CH:11]=[C:12]3[C:17]=2[N:16]=[C:15]([C:18]([NH:57][CH2:56][C:55]([CH3:59])([CH3:58])[CH3:54])=[O:20])[CH:14]=[CH:13]3)=[CH:6][CH:7]=1. The catalyst class is: 9. (6) Reactant: [NH:1]1[C:9]2[C:4](=[CH:5][CH:6]=[CH:7][CH:8]=2)[C:3]([CH:10]=O)=[N:2]1.[Br:12][C:13]1[CH:18]=[CH:17][C:16]([NH2:19])=[C:15]([NH2:20])[CH:14]=1.S(S([O-])=O)([O-])(=O)=O.[Na+].[Na+]. Product: [Br:12][C:13]1[CH:18]=[CH:17][C:16]2[N:19]=[C:10]([C:3]3[C:4]4[C:9](=[CH:8][CH:7]=[CH:6][CH:5]=4)[NH:1][N:2]=3)[NH:20][C:15]=2[CH:14]=1. The catalyst class is: 9. (7) Reactant: [CH:1]1([N:7]([CH2:25][CH:26]([O:29][CH3:30])[O:27][CH3:28])[C:8](=[O:24])[CH2:9][CH2:10][O:11][CH2:12][CH2:13][C:14]2[CH:19]=[CH:18][CH:17]=[C:16]([C:20](=[NH:23])[NH:21][OH:22])[CH:15]=2)[CH2:6][CH2:5][CH2:4][CH2:3][CH2:2]1.[CH:31](OC)(OC)OC.C1(C)C=CC(S(O)(=O)=O)=CC=1. Product: [O:22]1[CH:31]=[N:23][C:20]([C:16]2[CH:15]=[C:14]([CH:19]=[CH:18][CH:17]=2)[CH2:13][CH2:12][O:11][CH2:10][CH2:9][C:8]([N:7]([CH:1]2[CH2:6][CH2:5][CH2:4][CH2:3][CH2:2]2)[CH2:25][CH:26]([O:29][CH3:30])[O:27][CH3:28])=[O:24])=[N:21]1. The catalyst class is: 8.